From a dataset of Full USPTO retrosynthesis dataset with 1.9M reactions from patents (1976-2016). Predict the reactants needed to synthesize the given product. Given the product [N:1]1[CH:6]=[CH:5][CH:4]=[CH:3][C:2]=1[C:7]1[N:11]=[C:10]([C:12]2[CH:17]=[C:16]([O:18][CH2:30][CH2:29][O:28][CH3:27])[CH:15]=[C:14]([C:19]#[N:20])[CH:13]=2)[O:9][N:8]=1, predict the reactants needed to synthesize it. The reactants are: [N:1]1[CH:6]=[CH:5][CH:4]=[CH:3][C:2]=1[C:7]1[N:11]=[C:10]([C:12]2[CH:17]=[C:16]([OH:18])[CH:15]=[C:14]([C:19]#[N:20])[CH:13]=2)[O:9][N:8]=1.C(=O)([O-])[O-].[K+].[K+].[CH3:27][O:28][CH2:29][CH2:30]Cl.